Dataset: Full USPTO retrosynthesis dataset with 1.9M reactions from patents (1976-2016). Task: Predict the reactants needed to synthesize the given product. (1) Given the product [C:11]([C:9]1[C:22]([OH:23])=[C:7]([CH2:8][NH:18][CH2:17][CH2:16][NH:19][CH2:6][C:7]2[CH:8]=[C:9]([C:11]([CH3:12])([CH3:13])[CH3:14])[CH:10]=[C:5]([C:1]([CH3:2])([CH3:3])[CH3:4])[C:20]=2[OH:21])[CH:6]=[C:5]([C:1]([CH3:4])([CH3:3])[CH3:2])[CH:10]=1)([CH3:14])([CH3:12])[CH3:13], predict the reactants needed to synthesize it. The reactants are: [C:1]([C:5]1[CH:10]=[C:9]([C:11]([CH3:14])([CH3:13])[CH3:12])[CH:8]=[CH:7][C:6]=1O)([CH3:4])([CH3:3])[CH3:2].[CH2:16]([NH2:19])[CH2:17][NH2:18].[CH2:20]=[O:21].[CH3:22][OH:23]. (2) Given the product [CH3:13][C:3]1[CH:4]=[C:5]2/[C:6](/[C:7]([NH:8][C:9]2=[CH:10][C:2]=1[Br:1])=[O:11])=[C:22]1\[C:20]([C:18]2[C:17]([NH:34]\1)=[CH:16][CH:15]=[CH:14][CH:19]=2)=[O:21], predict the reactants needed to synthesize it. The reactants are: [Br:1][C:2]1[CH:10]=[C:9]2[C:5]([C:6](=O)[C:7](=[O:11])[NH:8]2)=[CH:4][C:3]=1[CH3:13].[CH:14]1[CH:19]=[C:18]2[C:20](/[C:22](/[NH:34][C:17]2=[CH:16][CH:15]=1)=C1\C2C=CC(Br)=CC=2NC\1=O)=[O:21].